From a dataset of Full USPTO retrosynthesis dataset with 1.9M reactions from patents (1976-2016). Predict the reactants needed to synthesize the given product. (1) Given the product [NH2:2][CH2:1][C:3]1([OH:18])[CH2:7][CH2:6][N:5]([C:8]([O:10][CH2:11][C:12]2[CH:17]=[CH:16][CH:15]=[CH:14][CH:13]=2)=[O:9])[CH2:4]1, predict the reactants needed to synthesize it. The reactants are: [C:1]([C:3]1([OH:18])[CH2:7][CH2:6][N:5]([C:8]([O:10][CH2:11][C:12]2[CH:17]=[CH:16][CH:15]=[CH:14][CH:13]=2)=[O:9])[CH2:4]1)#[N:2].[H-].[H-].[H-].[H-].[Li+].[Al+3]. (2) The reactants are: [NH2:1][C@@H:2]1[C:16](=[O:17])[N:15]2[CH2:18][C@H:19]([O:21][C:22]3[C:23]4[CH:36]=[CH:35][S:34][C:24]=4[N:25]=[C:26]([C:28]4[CH:33]=[CH:32][CH:31]=[CH:30][N:29]=4)[N:27]=3)[CH2:20][C@H:14]2[C:13](=[O:37])[NH:12][C@:11]2([C:39]([O:41][CH3:42])=[O:40])[CH2:38][C@H:10]2[CH:9]=[CH:8][CH2:7][CH2:6][CH2:5][CH2:4][CH2:3]1.[CH:43]1([CH2:46][C:47](O)=[O:48])[CH2:45][CH2:44]1.C(N(C(C)C)CC)(C)C.CN(C(ON1N=NC2C=CC=NC1=2)=[N+](C)C)C.F[P-](F)(F)(F)(F)F.C(=O)(O)[O-].[Na+]. Given the product [CH:43]1([CH2:46][C:47]([NH:1][C@@H:2]2[C:16](=[O:17])[N:15]3[CH2:18][C@H:19]([O:21][C:22]4[C:23]5[CH:36]=[CH:35][S:34][C:24]=5[N:25]=[C:26]([C:28]5[CH:33]=[CH:32][CH:31]=[CH:30][N:29]=5)[N:27]=4)[CH2:20][C@H:14]3[C:13](=[O:37])[NH:12][C@:11]3([C:39]([O:41][CH3:42])=[O:40])[CH2:38][C@H:10]3[CH:9]=[CH:8][CH2:7][CH2:6][CH2:5][CH2:4][CH2:3]2)=[O:48])[CH2:45][CH2:44]1, predict the reactants needed to synthesize it. (3) Given the product [Br:27][C:9]1[CH:8]=[C:7]([CH:12]=[CH:11][C:10]=1[CH2:13][N:14]1[CH2:18][CH2:17][C@@H:16]([NH:19][C:20]([O:22][C:23]([CH3:26])([CH3:25])[CH3:24])=[O:21])[CH2:15]1)[C:6]([OH:28])=[O:5], predict the reactants needed to synthesize it. The reactants are: [OH-].[Na+].C([O:5][C:6](=[O:28])[C:7]1[CH:12]=[CH:11][C:10]([CH2:13][N:14]2[CH2:18][CH2:17][C@@H:16]([NH:19][C:20]([O:22][C:23]([CH3:26])([CH3:25])[CH3:24])=[O:21])[CH2:15]2)=[C:9]([Br:27])[CH:8]=1)C.Cl. (4) Given the product [C:24]12([CH2:34][O:35][C:36]3[CH:44]=[CH:43][C:39]([C:40]([NH:63][S:60]([CH3:59])(=[O:62])=[O:61])=[O:41])=[CH:38][C:37]=3[C:45]([F:48])([F:47])[F:46])[CH2:33][CH:28]3[CH2:29][CH:30]([CH2:32][CH:26]([CH2:27]3)[CH2:25]1)[CH2:31]2, predict the reactants needed to synthesize it. The reactants are: C12(COC3C(Cl)=CC(C(O)=O)=C(F)C=3)CC3CC(CC(C3)C1)C2.[C:24]12([CH2:34][O:35][C:36]3[CH:44]=[CH:43][C:39]([C:40](O)=[O:41])=[CH:38][C:37]=3[C:45]([F:48])([F:47])[F:46])[CH2:33][CH:28]3[CH2:29][CH:30]([CH2:32][CH:26]([CH2:27]3)[CH2:25]1)[CH2:31]2.N1(S(N)(=O)=O)CCOCC1.[CH3:59][S:60]([NH2:63])(=[O:62])=[O:61].